This data is from Reaction yield outcomes from USPTO patents with 853,638 reactions. The task is: Predict the reaction yield, written as a fraction of the theoretical maximum amount of product (1.0 means a 100% yield; for example, 0.34 means a 34% yield). (1) The reactants are [N+:1]([C:4]1[C:13]2[O:12][CH2:11][CH2:10][O:9][C:8]=2[CH:7]=[CH:6][C:5]=1[NH:14][C:15](=[O:21])[O:16][C:17]([CH3:20])([CH3:19])[CH3:18])([O-:3])=[O:2].[H-].[Na+].S(OC)(O[CH3:28])(=O)=O.O. The catalyst is CN(C=O)C. The product is [CH3:28][N:14]([C:5]1[CH:6]=[CH:7][C:8]2[O:9][CH2:10][CH2:11][O:12][C:13]=2[C:4]=1[N+:1]([O-:3])=[O:2])[C:15](=[O:21])[O:16][C:17]([CH3:18])([CH3:20])[CH3:19]. The yield is 0.920. (2) The product is [Br:1][C:2]1[N:7]=[C:6]2[N:8]([C@H:9]([C:11]3[CH:12]=[CH:13][CH:14]=[CH:15][CH:16]=3)[CH3:10])[C:18]([OH:19])=[N:17][C:5]2=[N:4][CH:3]=1. The reactants are [Br:1][C:2]1[N:7]=[C:6]([NH:8][C@H:9]([C:11]2[CH:16]=[CH:15][CH:14]=[CH:13][CH:12]=2)[CH3:10])[C:5]([NH2:17])=[N:4][CH:3]=1.[C:18](N1C=CN=C1)(N1C=CN=C1)=[O:19]. The yield is 0.660. The catalyst is C1COCC1. (3) The reactants are Br[C:2]1[CH:3]=[CH:4][C:5]2[O:9][CH2:8][CH2:7][C:6]=2[CH:10]=1.C([Li])CCC.Cl.[O:17]1CCC[CH2:18]1. No catalyst specified. The product is [O:9]1[C:5]2[CH:4]=[CH:3][C:2]([CH:18]=[O:17])=[CH:10][C:6]=2[CH2:7][CH2:8]1. The yield is 0.900. (4) The reactants are [Br:1][C:2]1[CH:10]=[C:9]2[C:5]([CH:6]=[CH:7][NH:8]2)=[CH:4][CH:3]=1.[C:11]([O:15][C:16]([N:18]1[CH2:23][CH2:22][C:21](=O)[CH2:20][CH2:19]1)=[O:17])([CH3:14])([CH3:13])[CH3:12].N1CCCC1. The catalyst is C(O)C. The product is [C:11]([O:15][C:16]([N:18]1[CH2:19][CH:20]=[C:21]([C:6]2[C:5]3[C:9](=[CH:10][C:2]([Br:1])=[CH:3][CH:4]=3)[NH:8][CH:7]=2)[CH2:22][CH2:23]1)=[O:17])([CH3:14])([CH3:12])[CH3:13]. The yield is 0.470. (5) The reactants are [C:1]1([NH:7][C:8]([C:10]2([C:13]([O:15]C)=[O:14])[CH2:12][CH2:11]2)=[O:9])[CH:6]=[CH:5][CH:4]=[CH:3][CH:2]=1.O.[OH-].[Li+]. The catalyst is C1COCC1.O. The product is [C:1]1([NH:7][C:8]([C:10]2([C:13]([OH:15])=[O:14])[CH2:11][CH2:12]2)=[O:9])[CH:2]=[CH:3][CH:4]=[CH:5][CH:6]=1. The yield is 0.850. (6) The reactants are [Cl:1][C:2]1[CH:3]=[CH:4][C:5]([C:8]([C:10]2[CH:15]=[C:14]([C:16]([F:19])([F:18])[F:17])[CH:13]=[C:12]([F:20])[CH:11]=2)=[NH:9])=[N:6][CH:7]=1.Cl.[CH3:22][C:23]1[N:24]=[C:25](N)[S:26][C:27]=1[CH3:28]. The catalyst is CC1C=CC=CC=1C. The product is [Cl:1][C:2]1[CH:3]=[CH:4][C:5](/[C:8](/[C:10]2[CH:15]=[C:14]([C:16]([F:19])([F:17])[F:18])[CH:13]=[C:12]([F:20])[CH:11]=2)=[N:9]/[C:25]2[S:26][C:27]([CH3:28])=[C:23]([CH3:22])[N:24]=2)=[N:6][CH:7]=1. The yield is 0.440.